This data is from Forward reaction prediction with 1.9M reactions from USPTO patents (1976-2016). The task is: Predict the product of the given reaction. Given the reactants [Cl:1][C:2]1[CH:7]=[CH:6][C:5]([C:8]2([O:26][C@H:25]([CH2:27][O:28][C:29](=[O:31])[CH3:30])[C@@H:20]([O:21][C:22](=[O:24])[CH3:23])[C@H:15]([O:16][C:17](=[O:19])[CH3:18])[C@H:10]2[O:11][C:12](=[O:14])[CH3:13])[OH:9])=[CH:4][C:3]=1[CH2:32]Br.C[N+]1([O-])CC[O:38]CC1, predict the reaction product. The product is: [Cl:1][C:2]1[CH:7]=[CH:6][C:5]([C:8]2([O:26][C@H:25]([CH2:27][O:28][C:29](=[O:31])[CH3:30])[C@@H:20]([O:21][C:22](=[O:24])[CH3:23])[C@H:15]([O:16][C:17](=[O:19])[CH3:18])[C@H:10]2[O:11][C:12](=[O:14])[CH3:13])[OH:9])=[CH:4][C:3]=1[CH:32]=[O:38].